Task: Predict the reactants needed to synthesize the given product.. Dataset: Full USPTO retrosynthesis dataset with 1.9M reactions from patents (1976-2016) (1) Given the product [S:2](=[O:3])(=[O:4])([O:14][CH2:15][CH2:16][CH2:17][CH2:18][C@H:19]([NH:34][C:35]([O:36][CH2:37][C:38]1[CH:39]=[CH:40][CH:41]=[CH:42][CH:43]=1)=[O:44])[C:20](=[O:33])[NH:21][C:22]1[S:23][CH:24]=[C:25]([C:27]2[CH:32]=[CH:31][CH:30]=[CH:29][CH:28]=2)[N:26]=1)[NH2:5], predict the reactants needed to synthesize it. The reactants are: Cl[S:2]([N:5]=C=O)(=[O:4])=[O:3].C(O)=O.C(#N)C.[OH:14][CH2:15][CH2:16][CH2:17][CH2:18][C@H:19]([NH:34][C:35](=[O:44])[O:36][CH2:37][C:38]1[CH:43]=[CH:42][CH:41]=[CH:40][CH:39]=1)[C:20](=[O:33])[NH:21][C:22]1[S:23][CH:24]=[C:25]([C:27]2[CH:32]=[CH:31][CH:30]=[CH:29][CH:28]=2)[N:26]=1. (2) The reactants are: [Br:1][C:2]1[N:7]=[CH:6][C:5]([NH2:8])=[CH:4][CH:3]=1.C(N(CC)CC)C.[Cl:16][C:17]1[C:22]([C:23](Cl)=[O:24])=[C:21]([F:26])[C:20]([NH:27][S:28]([CH2:31][CH2:32][CH3:33])(=[O:30])=[O:29])=[CH:19][CH:18]=1. Given the product [Br:1][C:2]1[N:7]=[CH:6][C:5]([NH:8][C:23](=[O:24])[C:22]2[C:17]([Cl:16])=[CH:18][CH:19]=[C:20]([NH:27][S:28]([CH2:31][CH2:32][CH3:33])(=[O:30])=[O:29])[C:21]=2[F:26])=[CH:4][CH:3]=1, predict the reactants needed to synthesize it. (3) Given the product [F:13][C:14]1[CH:19]=[CH:18][C:17]([N:11]2[CH:12]=[C:8]([C:5]3[CH:4]=[CH:3][C:2]([F:1])=[CH:7][CH:6]=3)[N:9]=[CH:10]2)=[CH:16][CH:15]=1, predict the reactants needed to synthesize it. The reactants are: [F:1][C:2]1[CH:7]=[CH:6][C:5]([C:8]2[N:9]=[CH:10][NH:11][CH:12]=2)=[CH:4][CH:3]=1.[F:13][C:14]1[CH:19]=[CH:18][C:17](I)=[CH:16][CH:15]=1.C1C=C(O)C2N=CC=CC=2C=1.C([O-])([O-])=O.[K+].[K+]. (4) Given the product [NH2:20][C:15]1[CH:16]=[N:17][N:18]([CH3:19])[C:14]=1[N:9]1[CH2:10][CH2:11][CH:12]([OH:13])[C:6]([NH:5][C:3](=[O:4])[C:2]([F:25])([F:24])[F:1])([CH3:23])[CH2:7][CH2:8]1, predict the reactants needed to synthesize it. The reactants are: [F:1][C:2]([F:25])([F:24])[C:3]([NH:5][C:6]1([CH3:23])[CH:12]([OH:13])[CH2:11][CH2:10][N:9]([C:14]2[N:18]([CH3:19])[N:17]=[CH:16][C:15]=2[N+:20]([O-])=O)[CH2:8][CH2:7]1)=[O:4].C([O-])=O.[NH4+]. (5) Given the product [O:14]1[CH2:15][CH2:16][N:11]([C:2]2[CH:7]=[CH:6][C:5]([C:8](=[O:10])[CH3:9])=[CH:4][CH:3]=2)[CH2:12][CH2:13]1, predict the reactants needed to synthesize it. The reactants are: F[C:2]1[CH:7]=[CH:6][C:5]([C:8](=[O:10])[CH3:9])=[CH:4][CH:3]=1.[NH:11]1[CH2:16][CH2:15][O:14][CH2:13][CH2:12]1.C(=O)([O-])[O-].[K+].[K+].O. (6) Given the product [CH3:1][O:2][C:3]([CH:5]1[CH2:9][CH2:8][CH2:7][CH:6]1[C:10]([OH:12])=[O:11])=[O:4], predict the reactants needed to synthesize it. The reactants are: [CH3:1][O:2][C:3]([CH:5]1[CH2:9][CH2:8][CH2:7][CH:6]1[C:10]([O:12]C)=[O:11])=[O:4].[OH-].[K+].Cl. (7) Given the product [CH2:3]([O:5][C:6](=[O:31])[C:7]([CH3:30])([CH3:29])[CH:8]([OH:9])[C:10]1[CH:15]=[CH:14][C:13]([O:16][CH2:17][C:18]2[C:27]3[C:22](=[CH:23][CH:24]=[CH:25][CH:26]=3)[N:21]=[C:20]([CH3:28])[CH:19]=2)=[CH:12][CH:11]=1)[CH3:4], predict the reactants needed to synthesize it. The reactants are: [BH4-].[Na+].[CH2:3]([O:5][C:6](=[O:31])[C:7]([CH3:30])([CH3:29])[C:8]([C:10]1[CH:15]=[CH:14][C:13]([O:16][CH2:17][C:18]2[C:27]3[C:22](=[CH:23][CH:24]=[CH:25][CH:26]=3)[N:21]=[C:20]([CH3:28])[CH:19]=2)=[CH:12][CH:11]=1)=[O:9])[CH3:4]. (8) Given the product [CH:28]1([N:8]2[CH2:7][CH2:6][C:5]3[C:10](=[CH:11][CH:12]=[C:3]([O:2][CH3:1])[CH:4]=3)[CH:9]2[CH2:13][C:14]2[CH:19]=[CH:18][C:17]([O:20][CH2:21][C:22]3[CH:27]=[CH:26][CH:25]=[CH:24][CH:23]=3)=[CH:16][CH:15]=2)[CH2:32][CH2:31][CH2:30][CH2:29]1, predict the reactants needed to synthesize it. The reactants are: [CH3:1][O:2][C:3]1[CH:4]=[C:5]2[C:10](=[CH:11][CH:12]=1)[CH:9]([CH2:13][C:14]1[CH:19]=[CH:18][C:17]([O:20][CH2:21][C:22]3[CH:27]=[CH:26][CH:25]=[CH:24][CH:23]=3)=[CH:16][CH:15]=1)[NH:8][CH2:7][CH2:6]2.[C:28]1(=O)[CH2:32][CH2:31][CH2:30][CH2:29]1. (9) Given the product [OH:35][C:36]1[CH:43]=[C:42]([Cl:44])[C:41]([F:45])=[CH:40][C:37]=1[CH2:38][NH:3][CH2:4][CH2:5][CH2:6][CH2:7][CH2:8][CH2:9][CH2:10][CH2:11][CH2:12][N:13]1[CH2:18][CH2:17][CH:16]([O:19][C:20](=[O:34])[NH:21][C:22]2[CH:27]=[CH:26][CH:25]=[CH:24][C:23]=2[C:28]2[CH:33]=[CH:32][CH:31]=[CH:30][CH:29]=2)[CH2:15][CH2:14]1, predict the reactants needed to synthesize it. The reactants are: Cl.Cl.[NH2:3][CH2:4][CH2:5][CH2:6][CH2:7][CH2:8][CH2:9][CH2:10][CH2:11][CH2:12][N:13]1[CH2:18][CH2:17][CH:16]([O:19][C:20](=[O:34])[NH:21][C:22]2[CH:27]=[CH:26][CH:25]=[CH:24][C:23]=2[C:28]2[CH:33]=[CH:32][CH:31]=[CH:30][CH:29]=2)[CH2:15][CH2:14]1.[OH:35][C:36]1[CH:43]=[C:42]([Cl:44])[C:41]([F:45])=[CH:40][C:37]=1[CH:38]=O. (10) Given the product [F:1][C:2]1[CH:10]=[CH:9][C:8]2[CH:7]([CH2:11][OH:14])[CH2:6][CH2:5][C:4]=2[C:3]=1[C:12]#[N:13], predict the reactants needed to synthesize it. The reactants are: [F:1][C:2]1[CH:10]=[CH:9][C:8]2[C:7](=[CH2:11])[CH2:6][CH2:5][C:4]=2[C:3]=1[C:12]#[N:13].[O:14]1CCCC1.B.OO.[OH-].[Na+].